Dataset: Peptide-MHC class II binding affinity with 134,281 pairs from IEDB. Task: Regression. Given a peptide amino acid sequence and an MHC pseudo amino acid sequence, predict their binding affinity value. This is MHC class II binding data. The peptide sequence is GTVVLTATFALGAAL. The MHC is DRB1_0401 with pseudo-sequence DRB1_0401. The binding affinity (normalized) is 0.